This data is from Forward reaction prediction with 1.9M reactions from USPTO patents (1976-2016). The task is: Predict the product of the given reaction. (1) Given the reactants C([O:5][C:6]([CH2:8][N:9]1[C:14](=[O:15])[C:13]([NH:16][C:17](=[O:24])[C:18]2[CH:23]=[CH:22][CH:21]=[CH:20][CH:19]=2)=[CH:12][N:11]=[C:10]1[C:25]1[CH:30]=[CH:29][CH:28]=[CH:27][CH:26]=1)=[O:7])(C)(C)C.FC(F)(F)C(O)=O, predict the reaction product. The product is: [C:17]([NH:16][C:13]1[C:14](=[O:15])[N:9]([CH2:8][C:6]([OH:7])=[O:5])[C:10]([C:25]2[CH:30]=[CH:29][CH:28]=[CH:27][CH:26]=2)=[N:11][CH:12]=1)(=[O:24])[C:18]1[CH:19]=[CH:20][CH:21]=[CH:22][CH:23]=1. (2) Given the reactants [I:1][C:2]1[CH:19]=[C:18]([O:20][CH3:21])[C:5]2[NH:6][C:7]([C:9]3[CH:14]=[CH:13][C:12]([CH:15]([CH3:17])[CH3:16])=[CH:11][CH:10]=3)=[N:8][C:4]=2[CH:3]=1.[Br:22]Br.CCOC(C)=O, predict the reaction product. The product is: [Br:22][C:3]1[C:4]2[N:8]=[C:7]([C:9]3[CH:10]=[CH:11][C:12]([CH:15]([CH3:17])[CH3:16])=[CH:13][CH:14]=3)[NH:6][C:5]=2[C:18]([O:20][CH3:21])=[CH:19][C:2]=1[I:1]. (3) Given the reactants [NH2:1][C:2]1[CH:26]=[CH:25][C:5]([O:6][C:7]2[N:12]=[CH:11][N:10]=[C:9]([NH:13][C:14](=[O:24])[N:15]([CH3:23])[CH:16]3[CH2:21][CH2:20][N:19]([CH3:22])[CH2:18][CH2:17]3)[CH:8]=2)=[C:4]([F:27])[CH:3]=1.CC1(C)C2(CS(O)(=O)=O)C(CC1CC2)=O.[F:43][C:44]1[CH:49]=[CH:48][C:47]([CH2:50][C:51]([N:53]=[C:54]=[S:55])=[O:52])=[CH:46][CH:45]=1.C(=O)([O-])O.[Na+], predict the reaction product. The product is: [F:27][C:4]1[CH:3]=[C:2]([NH:1][C:54]([NH:53][C:51](=[O:52])[CH2:50][C:47]2[CH:48]=[CH:49][C:44]([F:43])=[CH:45][CH:46]=2)=[S:55])[CH:26]=[CH:25][C:5]=1[O:6][C:7]1[N:12]=[CH:11][N:10]=[C:9]([NH:13][C:14](=[O:24])[N:15]([CH3:23])[CH:16]2[CH2:21][CH2:20][N:19]([CH3:22])[CH2:18][CH2:17]2)[CH:8]=1. (4) The product is: [CH3:1][O:2][C:3](=[O:15])[CH2:4][C:5]1[C:13]2[C:8](=[N:9][CH:10]=[CH:11][CH:12]=2)[N:7]([CH2:19][C:20]2[CH:25]=[CH:24][C:23]([S:26]([CH2:29][CH3:30])(=[O:27])=[O:28])=[CH:22][C:21]=2[Cl:31])[C:6]=1[CH3:14]. Given the reactants [CH3:1][O:2][C:3](=[O:15])[CH2:4][C:5]1[C:13]2[C:8](=[N:9][CH:10]=[CH:11][CH:12]=2)[NH:7][C:6]=1[CH3:14].[H-].[Na+].Br[CH2:19][C:20]1[CH:25]=[CH:24][C:23]([S:26]([CH2:29][CH3:30])(=[O:28])=[O:27])=[CH:22][C:21]=1[Cl:31].[I-].[Na+], predict the reaction product.